This data is from Reaction yield outcomes from USPTO patents with 853,638 reactions. The task is: Predict the reaction yield, written as a fraction of the theoretical maximum amount of product (1.0 means a 100% yield; for example, 0.34 means a 34% yield). (1) The reactants are FC(F)(C1C=C2C(=CC=1)N=CC(OC)=C2)C(NNC1C=C(C2C=NN(C)C=2)C=CC=1F)=O.[F:33][C:34]([F:50])([C:38]1[CH:39]=[C:40]2[C:45](=[CH:46][CH:47]=1)[N:44]=[CH:43][C:42]([O:48][CH3:49])=[CH:41]2)[C:35]([OH:37])=O.S(Cl)(Cl)=O.C(N(CC)CC)C.[F:62][C:63]1[C:64]([NH:75][NH2:76])=[N:65][CH:66]=[C:67]([C:69]2[CH:70]=[N:71][N:72]([CH3:74])[CH:73]=2)[CH:68]=1. The catalyst is CN(C)C1C=CN=CC=1.C(Cl)Cl.CO.CN(C=O)C. The product is [F:50][C:34]([F:33])([C:38]1[CH:39]=[C:40]2[C:45](=[CH:46][CH:47]=1)[N:44]=[CH:43][C:42]([O:48][CH3:49])=[CH:41]2)[C:35]([NH:76][NH:75][C:64]1[C:63]([F:62])=[CH:68][C:67]([C:69]2[CH:70]=[N:71][N:72]([CH3:74])[CH:73]=2)=[CH:66][N:65]=1)=[O:37]. The yield is 0.331. (2) The reactants are Cl[CH2:2][CH2:3][CH:4]1[CH2:9][CH2:8][N:7]([C:10]2[N:11]=[N:12][C:13]([CH3:16])=[CH:14][CH:15]=2)[CH2:6][CH2:5]1.[OH:17][C:18]1[CH:27]=[C:26]2[C:21]([C:22]([O:28][CH2:29][CH3:30])=[N:23][CH:24]=[N:25]2)=[CH:20][CH:19]=1.C(=O)([O-])[O-].[K+].[K+].[I-].[K+]. The catalyst is CN(C=O)C. The product is [CH3:16][C:13]1[N:12]=[N:11][C:10]([N:7]2[CH2:8][CH2:9][CH:4]([CH2:3][CH2:2][O:17][C:18]3[CH:27]=[C:26]4[C:21]([C:22]([O:28][CH2:29][CH3:30])=[N:23][CH:24]=[N:25]4)=[CH:20][CH:19]=3)[CH2:5][CH2:6]2)=[CH:15][CH:14]=1. The yield is 0.180. (3) The reactants are CN(CCN(C)C)C.C([Li])CCC.[Cl:14][C:15]1[CH:16]=[N:17][CH:18]=[CH:19][CH:20]=1.CN([CH:24]=[O:25])C. The catalyst is CCOCC. The product is [Cl:14][C:15]1[C:16]([CH:24]=[O:25])=[N:17][CH:18]=[CH:19][CH:20]=1. The yield is 0.270.